This data is from Peptide-MHC class II binding affinity with 134,281 pairs from IEDB. The task is: Regression. Given a peptide amino acid sequence and an MHC pseudo amino acid sequence, predict their binding affinity value. This is MHC class II binding data. (1) The peptide sequence is CGDGIFIFRDSDDWL. The MHC is DRB1_0301 with pseudo-sequence DRB1_0301. The binding affinity (normalized) is 0.576. (2) The peptide sequence is YASVEAANASPLQVA. The MHC is HLA-DPA10201-DPB10101 with pseudo-sequence HLA-DPA10201-DPB10101. The binding affinity (normalized) is 0.193. (3) The binding affinity (normalized) is 0.579. The peptide sequence is HAYYLQYKNVRPDYL. The MHC is DRB1_0401 with pseudo-sequence DRB1_0401. (4) The peptide sequence is AGELELQFRRVKSKYPEGTK. The MHC is DRB3_0101 with pseudo-sequence DRB3_0101. The binding affinity (normalized) is 0.143.